Dataset: Reaction yield outcomes from USPTO patents with 853,638 reactions. Task: Predict the reaction yield, written as a fraction of the theoretical maximum amount of product (1.0 means a 100% yield; for example, 0.34 means a 34% yield). (1) The reactants are Br[C:2]1[CH:3]=[N:4][CH:5]=[C:6]2[C:11]=1[N:10]=[C:9]([C:12]([NH:14][CH2:15][CH2:16][O:17][CH3:18])=[O:13])[CH:8]=[CH:7]2.[Cl:19][C:20]1[CH:25]=[CH:24][CH:23]=[CH:22][C:21]=1B(O)O.C(=O)([O-])[O-].[Cs+].[Cs+]. The yield is 0.560. The product is [Cl:19][C:20]1[CH:25]=[CH:24][CH:23]=[CH:22][C:21]=1[C:2]1[CH:3]=[N:4][CH:5]=[C:6]2[C:11]=1[N:10]=[C:9]([C:12]([NH:14][CH2:15][CH2:16][O:17][CH3:18])=[O:13])[CH:8]=[CH:7]2. The catalyst is O1CCOCC1.O.C1(P([C-]2C=CC=C2)C2C=CC=CC=2)C=CC=CC=1.[C-]1(P(C2C=CC=CC=2)C2C=CC=CC=2)C=CC=C1.[Fe+2].[Pd](Cl)Cl. (2) The reactants are Br[C:2]([CH3:13])([C:8]([O:10][CH2:11][CH3:12])=[O:9])[C:3]([O:5][CH2:6][CH3:7])=[O:4].[F-].[K+].[N+:16]([C:19]1[CH:20]=[C:21]([OH:25])[CH:22]=[CH:23][CH:24]=1)([O-:18])=[O:17]. The yield is 0.800. The product is [CH3:13][C:2]([O:25][C:21]1[CH:22]=[CH:23][CH:24]=[C:19]([N+:16]([O-:18])=[O:17])[CH:20]=1)([C:8]([O:10][CH2:11][CH3:12])=[O:9])[C:3]([O:5][CH2:6][CH3:7])=[O:4]. The catalyst is CN(C=O)C.O. (3) The reactants are BrC1C=C[C:5](NCC(OC)=O)=[N:6]C=1.[CH3:14][N:15]1[C:23]2[C:18](=[C:19]([O:24][CH3:25])[CH:20]=[CH:21][CH:22]=2)[C:17]([CH:26]=O)=[CH:16]1.CN1C2C(=CC=CC=2)C(C)=C1C=O. No catalyst specified. The product is [CH3:25][O:24][C:19]1[CH:20]=[CH:21][CH:22]=[C:23]2[C:18]=1[C:17]([CH2:26][NH:6][CH3:5])=[CH:16][N:15]2[CH3:14]. The yield is 0.950. (4) The reactants are Br[C:2]1[S:6][C:5]([NH:7][C:8]([C:10]2[C:15]([F:16])=[CH:14][CH:13]=[CH:12][C:11]=2[F:17])=[O:9])=[N:4][CH:3]=1.[CH3:18][C:19]1[C:27](B2OC(C)(C)C(C)(C)O2)=[CH:26][C:22]2[N:23]=[CH:24]S[C:21]=2[CH:20]=1.C(=O)([O-])[O-:38].[Na+].[Na+].CC(=O)OCC.[Cl-].[Na+].O. The product is [F:17][C:11]1[CH:12]=[CH:13][CH:14]=[C:15]([F:16])[C:10]=1[C:8]([NH:7][C:5]1[S:6][C:2]([C:27]2[C:19]([CH3:18])=[CH:20][C:21]3[O:38][CH:24]=[N:23][C:22]=3[CH:26]=2)=[CH:3][N:4]=1)=[O:9]. The yield is 0.119. The catalyst is COCCOC.CCO.O.[Pd].C1(P(C2C=CC=CC=2)C2C=CC=CC=2)C=CC=CC=1.C1(P(C2C=CC=CC=2)C2C=CC=CC=2)C=CC=CC=1.C1(P(C2C=CC=CC=2)C2C=CC=CC=2)C=CC=CC=1.C1(P(C2C=CC=CC=2)C2C=CC=CC=2)C=CC=CC=1.